Task: Predict the reaction yield, written as a fraction of the theoretical maximum amount of product (1.0 means a 100% yield; for example, 0.34 means a 34% yield).. Dataset: Reaction yield outcomes from USPTO patents with 853,638 reactions (1) The reactants are CO[CH:3](OC)[CH2:4][CH:5](OC)OC.Cl.[C:13]([NH:17][NH2:18])([CH3:16])([CH3:15])[CH3:14].Cl.O. The catalyst is CCO. The product is [C:13]([N:17]1[CH:5]=[CH:4][CH:3]=[N:18]1)([CH3:16])([CH3:15])[CH3:14]. The yield is 0.890. (2) The reactants are [N:1]1[CH:6]=[CH:5][C:4]([C:7]2[N:11]3[CH2:12][CH2:13][CH2:14][CH:15]([C:16]([O:18][CH2:19][CH3:20])=[O:17])[C:10]3=[N:9][N:8]=2)=[CH:3][CH:2]=1.[H-].[Na+].Cl[CH:24]([C:26]1[N:30]=[C:29]([C:31]2[CH:36]=[CH:35][CH:34]=[C:33]([Cl:37])[CH:32]=2)[O:28][N:27]=1)[CH3:25].[NH4+].[Cl-]. The catalyst is CN(C=O)C. The product is [Cl:37][C:33]1[CH:32]=[C:31]([C:29]2[O:28][N:27]=[C:26]([CH:24]([C:15]3([C:16]([O:18][CH2:19][CH3:20])=[O:17])[CH2:14][CH2:13][CH2:12][N:11]4[C:7]([C:4]5[CH:5]=[CH:6][N:1]=[CH:2][CH:3]=5)=[N:8][N:9]=[C:10]34)[CH3:25])[N:30]=2)[CH:36]=[CH:35][CH:34]=1. The yield is 0.650. (3) The reactants are [CH:1]1([CH:4]([N:7]([CH2:21][C:22](=[O:26])[CH:23]=[N+:24]=[N-:25])[S:8]([C:11]2[CH:16]=[CH:15][C:14]([C:17]([F:20])([F:19])[F:18])=[CH:13][CH:12]=2)(=[O:10])=[O:9])[C:5]#[CH:6])[CH2:3][CH2:2]1. The catalyst is CCO.[Ag-]=O. The product is [CH:1]1([CH:4]2[C:5]3=[CH:6][NH:25][N:24]=[C:23]3[C:22](=[O:26])[CH2:21][N:7]2[S:8]([C:11]2[CH:16]=[CH:15][C:14]([C:17]([F:20])([F:19])[F:18])=[CH:13][CH:12]=2)(=[O:10])=[O:9])[CH2:3][CH2:2]1. The yield is 0.510. (4) The reactants are CS(O[CH2:6][C:7]1[CH:8]=[N:9][C:10]([NH:39][C:40]2[CH:41]=[N:42][C:43]([O:46][CH3:47])=[CH:44][CH:45]=2)=[C:11]([C:13]2[N:18]=[C:17]([N:19]([CH2:29][C:30]3[CH:35]=[CH:34][C:33]([O:36][CH3:37])=[CH:32][CH:31]=3)[CH2:20][C:21]3[CH:26]=[CH:25][C:24]([O:27][CH3:28])=[CH:23][CH:22]=3)[N:16]=[C:15]([CH3:38])[N:14]=2)[CH:12]=1)(=O)=O.[OH:48][CH:49]1[CH2:54][CH2:53][NH:52][CH2:51][CH2:50]1.C(N(CC)CC)C.CO. The catalyst is ClCCl.O. The product is [CH3:28][O:27][C:24]1[CH:25]=[CH:26][C:21]([CH2:20][N:19]([CH2:29][C:30]2[CH:35]=[CH:34][C:33]([O:36][CH3:37])=[CH:32][CH:31]=2)[C:17]2[N:16]=[C:15]([CH3:38])[N:14]=[C:13]([C:11]3[CH:12]=[C:7]([CH2:6][N:52]4[CH2:53][CH2:54][CH:49]([OH:48])[CH2:50][CH2:51]4)[CH:8]=[N:9][C:10]=3[NH:39][C:40]3[CH:41]=[N:42][C:43]([O:46][CH3:47])=[CH:44][CH:45]=3)[N:18]=2)=[CH:22][CH:23]=1. The yield is 0.749. (5) The reactants are [F:1][C:2]1[CH:7]=[CH:6][C:5]([N:8]2[C:19]3=[C:20]4[C:14](=[C:15]5[N:24]([CH3:25])[CH:23]=[CH:22][C:21]([C:26](O)=[O:27])=[C:16]5[CH:17]=[CH:18]3)[C:13](=[O:29])[NH:12][C:11]4=[CH:10][CH2:9]2)=[CH:4][CH:3]=1.C(N(CC)C(C)C)(C)C.[F:39][C:40]1[CH:41]=[CH:42][C:43]([O:48][CH3:49])=[C:44]([CH2:46][NH2:47])[CH:45]=1.CN(C(ON1N=NC2C=CC=NC1=2)=[N+](C)C)C.F[P-](F)(F)(F)(F)F. The catalyst is CN(C)C(=O)C. The product is [F:39][C:40]1[CH:41]=[CH:42][C:43]([O:48][CH3:49])=[C:44]([CH:45]=1)[CH2:46][NH:47][C:26]([C:21]1[CH:22]=[CH:23][N:24]([CH3:25])[C:15]2[C:16]=1[CH:17]=[CH:18][C:19]1[N:8]([C:5]3[CH:4]=[CH:3][C:2]([F:1])=[CH:7][CH:6]=3)[CH2:9][CH:10]=[C:11]3[NH:12][C:13](=[O:29])[C:14]=2[C:20]=13)=[O:27]. The yield is 0.0800. (6) The reactants are [CH3:1][O:2][C:3]1[CH:8]=[CH:7][CH:6]=[C:5]([O:9][CH3:10])[CH:4]=1.[Li]CCCC.[CH3:16][O:17][C:18](=[O:29])[C:19]1[CH:24]=[C:23]([N+:25]([O-:27])=[O:26])[CH:22]=[CH:21][C:20]=1Br. The catalyst is C1COCC1.[Cl-].[Cl-].[Zn+2].C1C=CC(P(C2C=CC=CC=2)C2C=CC=CC=2)=CC=1.C1C=CC(P(C2C=CC=CC=2)C2C=CC=CC=2)=CC=1.Cl[Pd]Cl. The product is [CH3:1][O:2][C:3]1[CH:8]=[CH:7][CH:6]=[C:5]([O:9][CH3:10])[C:4]=1[C:20]1[C:19]([C:18]([O:17][CH3:16])=[O:29])=[CH:24][C:23]([N+:25]([O-:27])=[O:26])=[CH:22][CH:21]=1. The yield is 0.800.